This data is from Full USPTO retrosynthesis dataset with 1.9M reactions from patents (1976-2016). The task is: Predict the reactants needed to synthesize the given product. Given the product [CH3:11][CH:4]1[C:3](=[O:2])[NH:18][CH2:10][CH:5]1[C:6]([OH:8])=[O:7], predict the reactants needed to synthesize it. The reactants are: C[O:2][C:3](=O)[CH:4]([CH3:11])[C:5](=[CH2:10])[C:6]([O:8]C)=[O:7].COC1C=C(OC)C=CC=1C[NH2:18].